Dataset: Catalyst prediction with 721,799 reactions and 888 catalyst types from USPTO. Task: Predict which catalyst facilitates the given reaction. Reactant: [F:1][C:2]1[CH:7]=[C:6]([F:8])[CH:5]=[CH:4][C:3]=1[C@:9]([OH:25])([C@H:16]([C:18]1[C:23]([F:24])=[CH:22][N:21]=[CH:20][N:19]=1)[CH3:17])[CH2:10][N:11]1[CH:15]=[N:14][CH:13]=[N:12]1.C(N(C(C)C)[P:30]([O:39][CH2:40][C:41]1[CH:46]=[CH:45][CH:44]=[CH:43][CH:42]=1)[O:31][CH2:32][C:33]1[CH:38]=[CH:37][CH:36]=[CH:35][CH:34]=1)(C)C.ClC1C=C(C=CC=1)C(OO)=[O:55]. Product: [P:30]([O:25][C@@:9]([C:3]1[CH:4]=[CH:5][C:6]([F:8])=[CH:7][C:2]=1[F:1])([C@H:16]([C:18]1[C:23]([F:24])=[CH:22][N:21]=[CH:20][N:19]=1)[CH3:17])[CH2:10][N:11]1[CH:15]=[N:14][CH:13]=[N:12]1)([O:31][CH2:32][C:33]1[CH:34]=[CH:35][CH:36]=[CH:37][CH:38]=1)([O:39][CH2:40][C:41]1[CH:42]=[CH:43][CH:44]=[CH:45][CH:46]=1)=[O:55]. The catalyst class is: 143.